From a dataset of Catalyst prediction with 721,799 reactions and 888 catalyst types from USPTO. Predict which catalyst facilitates the given reaction. Reactant: [Cl:1][C:2]1[CH:10]=[C:9]([Cl:11])[CH:8]=[CH:7][C:3]=1[C:4]([OH:6])=O.[O:12]([C:20]1[CH:25]=[CH:24][C:23]([S:26]([NH2:29])(=[O:28])=[O:27])=[CH:22][CH:21]=1)[Si:13]([C:16]([CH3:19])([CH3:18])[CH3:17])([CH3:15])[CH3:14].C(Cl)CCl. Product: [Cl:1][C:2]1[CH:10]=[C:9]([Cl:11])[CH:8]=[CH:7][C:3]=1[C:4]([NH:29][S:26]([C:23]1[CH:22]=[CH:21][C:20]([O:12][Si:13]([C:16]([CH3:19])([CH3:18])[CH3:17])([CH3:14])[CH3:15])=[CH:25][CH:24]=1)(=[O:27])=[O:28])=[O:6]. The catalyst class is: 4.